From a dataset of Reaction yield outcomes from USPTO patents with 853,638 reactions. Predict the reaction yield, written as a fraction of the theoretical maximum amount of product (1.0 means a 100% yield; for example, 0.34 means a 34% yield). (1) The product is [C:44]([OH:45])(=[O:51])[CH3:43].[C:49]([OH:19])(=[O:51])[CH3:50].[C:44]([OH:45])(=[O:51])[CH3:43].[C:44]([OH:45])(=[O:51])[CH3:43].[NH2:1][C:2]1[C:7]2[C:8]([C:11]3[CH:16]=[CH:15][C:14]([NH:17][C:18]([C:20]4[N:21]([CH3:29])[C:22]5[C:27]([CH:28]=4)=[CH:26][CH:25]=[CH:24][CH:23]=5)=[O:19])=[C:13]([O:30][CH3:31])[CH:12]=3)=[CH:9][S:10][C:6]=2[C:5](/[CH:32]=[CH:33]/[CH2:34][CH2:35][NH2:36])=[CH:4][N:3]=1. The yield is 0.0100. The reactants are [NH2:1][C:2]1[C:7]2[C:8]([C:11]3[CH:16]=[CH:15][C:14]([NH:17][C:18]([C:20]4[N:21]([CH3:29])[C:22]5[C:27]([CH:28]=4)=[CH:26][CH:25]=[CH:24][CH:23]=5)=[O:19])=[C:13]([O:30][CH3:31])[CH:12]=3)=[CH:9][S:10][C:6]=2[C:5](/[CH:32]=[CH:33]/[CH2:34][CH2:35][N:36]2[C:44](=[O:45])[C:43]3C(=CC=CC=3)C2=O)=[CH:4][N:3]=1.NN.[CH2:49]([OH:51])[CH3:50]. No catalyst specified. (2) The reactants are [Br:1][C:2]([CH:19]([C:21]1[CH:26]=[CH:25][C:24]([O:27][CH2:28][CH2:29][N:30]2[CH2:33][CH:32]([CH2:34][F:35])[CH2:31]2)=[CH:23][CH:22]=1)[OH:20])=[C:3]([C:5]1[CH:10]=[C:9]([O:11]C2CCCCO2)[CH:8]=[CH:7][C:6]=1O)[CH3:4].Cl. The catalyst is C1(C)C=CC=CC=1. The product is [Br:1][C:2]1[CH:19]([C:21]2[CH:26]=[CH:25][C:24]([O:27][CH2:28][CH2:29][N:30]3[CH2:31][CH:32]([CH2:34][F:35])[CH2:33]3)=[CH:23][CH:22]=2)[O:20][C:6]2[C:5]([C:3]=1[CH3:4])=[CH:10][C:9]([OH:11])=[CH:8][CH:7]=2. The yield is 0.230. (3) The catalyst is CC(OCC1C2C(=CC=CC=2)C(COC(C)=O)=C2C=1C=CC=C2)=O.O. The yield is 0.440. The product is [Cl:23][CH2:24][C:25]([NH:26][C:12]([CH3:15])([CH3:13])[CH2:11][C:8]1[CH:9]=[CH:10][C:5]([O:4][CH2:3][C:2]([F:22])([F:1])[C:16]2[CH:21]=[CH:20][CH:19]=[CH:18][CH:17]=2)=[CH:6][CH:7]=1)=[O:28]. The reactants are [F:1][C:2]([F:22])([C:16]1[CH:21]=[CH:20][CH:19]=[CH:18][CH:17]=1)[CH2:3][O:4][C:5]1[CH:10]=[CH:9][C:8]([CH2:11][C:12]([CH3:15])(O)[CH3:13])=[CH:7][CH:6]=1.[Cl:23][CH2:24][C:25]#[N:26].S(=O)(=O)(O)[OH:28].C(=O)([O-])[O-].[K+].[K+]. (4) The reactants are [C:1]([C:5]1[O:9][N:8]=[C:7]([NH:10][C:11]([NH:13][C:14]2[CH:19]=[CH:18][CH:17]=[C:16]([SH:20])[CH:15]=2)=[O:12])[CH:6]=1)([CH3:4])([CH3:3])[CH3:2].Cl[C:22]1[C:31]2[C:26](=[CH:27][C:28]([F:33])=[C:29]([F:32])[CH:30]=2)[N:25]=[CH:24][N:23]=1. No catalyst specified. The product is [C:1]([C:5]1[O:9][N:8]=[C:7]([NH:10][C:11]([NH:13][C:14]2[CH:19]=[CH:18][CH:17]=[C:16]([S:20][C:22]3[C:31]4[C:26](=[CH:27][C:28]([F:33])=[C:29]([F:32])[CH:30]=4)[N:25]=[CH:24][N:23]=3)[CH:15]=2)=[O:12])[CH:6]=1)([CH3:4])([CH3:2])[CH3:3]. The yield is 0.370. (5) The reactants are [C:1]1([CH3:11])[CH:6]=[CH:5][C:4]([S:7](Cl)(=[O:9])=[O:8])=[CH:3][CH:2]=1.[Cl:12][C:13]1[CH:14]=[C:15]([NH:21][C@H:22]([CH2:31][OH:32])[CH2:23][C:24]([O:26][C:27]([CH3:30])([CH3:29])[CH3:28])=[O:25])[CH:16]=[CH:17][C:18]=1[C:19]#[N:20]. The catalyst is N1C=CC=CC=1. The product is [Cl:12][C:13]1[CH:14]=[C:15]([NH:21][C@H:22]([CH2:31][O:32][S:7]([C:4]2[CH:5]=[CH:6][C:1]([CH3:11])=[CH:2][CH:3]=2)(=[O:9])=[O:8])[CH2:23][C:24]([O:26][C:27]([CH3:29])([CH3:28])[CH3:30])=[O:25])[CH:16]=[CH:17][C:18]=1[C:19]#[N:20]. The yield is 0.870. (6) The reactants are [CH:1]1([C:5](Cl)=[O:6])[CH2:4][CH2:3][CH2:2]1.[CH2:8]([NH:15][C:16]([C:18]1[S:22][C:21]([NH2:23])=[N:20][C:19]=1[CH3:24])=[O:17])[C:9]1[CH:14]=[CH:13][CH:12]=[CH:11][CH:10]=1. No catalyst specified. The product is [CH2:8]([NH:15][C:16]([C:18]1[S:22][C:21]([NH:23][C:5]([CH:1]2[CH2:4][CH2:3][CH2:2]2)=[O:6])=[N:20][C:19]=1[CH3:24])=[O:17])[C:9]1[CH:14]=[CH:13][CH:12]=[CH:11][CH:10]=1. The yield is 0.460. (7) The reactants are [C:1]1([C:7]([N:9]2[CH2:14][CH2:13][CH:12]([CH2:15][N:16]3[C:24]4[C:19](=[CH:20][C:21]([C:25]5[CH:26]=[N:27][N:28](C6CCCCO6)[CH:29]=5)=[CH:22][CH:23]=4)[CH:18]=[CH:17]3)[CH2:11][CH2:10]2)=[O:8])[CH:6]=[CH:5][CH:4]=[CH:3][CH:2]=1.Cl.CO.ClCCl. The catalyst is CCO. The product is [NH:27]1[CH:26]=[C:25]([C:21]2[CH:20]=[C:19]3[C:24](=[CH:23][CH:22]=2)[N:16]([CH2:15][CH:12]2[CH2:11][CH2:10][N:9]([C:7]([C:1]4[CH:2]=[CH:3][CH:4]=[CH:5][CH:6]=4)=[O:8])[CH2:14][CH2:13]2)[CH2:17][CH2:18]3)[CH:29]=[N:28]1. The yield is 0.860. (8) The reactants are [CH:1]1([N:6]2[CH2:12][C:11]3([CH2:14][CH2:13]3)[C:10](=[O:15])[N:9]([CH3:16])[C:8]3[CH:17]=[N:18][C:19]([NH:21][C:22]4[CH:30]=[CH:29][C:25]([C:26](O)=[O:27])=[CH:24][C:23]=4[F:31])=[N:20][C:7]2=3)[CH2:5][CH2:4][CH2:3][CH2:2]1.CCN(C(C)C)C(C)C.CN(C(ON1N=NC2C=CC=CC1=2)=[N+](C)C)C.[B-](F)(F)(F)F.[NH2:63][N:64]1[CH2:69][CH2:68][N:67]([CH3:70])[CH2:66][CH2:65]1. The catalyst is C(Cl)Cl. The product is [CH:1]1([N:6]2[CH2:12][C:11]3([CH2:14][CH2:13]3)[C:10](=[O:15])[N:9]([CH3:16])[C:8]3[CH:17]=[N:18][C:19]([NH:21][C:22]4[CH:30]=[CH:29][C:25]([C:26]([NH:63][N:64]5[CH2:69][CH2:68][N:67]([CH3:70])[CH2:66][CH2:65]5)=[O:27])=[CH:24][C:23]=4[F:31])=[N:20][C:7]2=3)[CH2:5][CH2:4][CH2:3][CH2:2]1. The yield is 0.440.